Dataset: Peptide-MHC class I binding affinity with 185,985 pairs from IEDB/IMGT. Task: Regression. Given a peptide amino acid sequence and an MHC pseudo amino acid sequence, predict their binding affinity value. This is MHC class I binding data. The peptide sequence is YLACKQHAL. The MHC is HLA-A02:50 with pseudo-sequence HLA-A02:50. The binding affinity (normalized) is 1.00.